From a dataset of Full USPTO retrosynthesis dataset with 1.9M reactions from patents (1976-2016). Predict the reactants needed to synthesize the given product. Given the product [C:3]1([CH2:2][CH2:1][C:9](=[CH2:12])[C:10]([OH:14])=[O:11])[CH:4]=[CH:5][CH:6]=[CH:7][CH:8]=1, predict the reactants needed to synthesize it. The reactants are: [CH2:1]([C:9](=[CH2:12])[CH:10]=[O:11])[CH2:2][C:3]1[CH:8]=[CH:7][CH:6]=[CH:5][CH:4]=1.Cl([O-])=[O:14].[Na+].